Dataset: Full USPTO retrosynthesis dataset with 1.9M reactions from patents (1976-2016). Task: Predict the reactants needed to synthesize the given product. (1) Given the product [ClH:53].[CH3:36][N:7]([CH3:6])[C:8]1([C:30]2[CH:35]=[CH:34][CH:33]=[CH:32][CH:31]=2)[CH2:13][CH2:12][CH:11]([CH2:14][C:15]([NH:17][CH:18]([CH3:29])[CH2:19][C:20]2[C:28]3[C:23](=[CH:24][CH:25]=[CH:26][CH:27]=3)[NH:22][CH:21]=2)=[O:16])[CH2:10][CH2:9]1, predict the reactants needed to synthesize it. The reactants are: CC(CC)=O.[CH3:6][N:7]([CH3:36])[C:8]1([C:30]2[CH:35]=[CH:34][CH:33]=[CH:32][CH:31]=2)[CH2:13][CH2:12][CH:11]([CH2:14][C:15]([NH:17][CH:18]([CH3:29])[CH2:19][C:20]2[C:28]3[C:23](=[CH:24][CH:25]=[CH:26][CH:27]=3)[NH:22][CH:21]=2)=[O:16])[CH2:10][CH2:9]1.C(NC1CCCCC1)(NC1CCCCC1)=O.[ClH:53]. (2) Given the product [O:2]=[C:3]1[CH2:8][CH2:7][N:6]([C:18]([O:17][C:14]([CH3:16])([CH3:15])[CH3:13])=[O:19])[CH2:5][CH:4]1[C:9]([O:11][CH3:12])=[O:10], predict the reactants needed to synthesize it. The reactants are: Cl.[O:2]=[C:3]1[CH2:8][CH2:7][NH:6][CH2:5][CH:4]1[C:9]([O:11][CH3:12])=[O:10].[CH3:13][C:14]([O:17][C:18](O[C:18]([O:17][C:14]([CH3:16])([CH3:15])[CH3:13])=[O:19])=[O:19])([CH3:16])[CH3:15].CCCCCC.